This data is from Forward reaction prediction with 1.9M reactions from USPTO patents (1976-2016). The task is: Predict the product of the given reaction. (1) Given the reactants [C:1]12([CH2:11][O:12][C:13]3[C:21]([CH:22]4C[CH2:23]4)=[CH:20][C:16]([C:17]([OH:19])=O)=[C:15]([F:25])[CH:14]=3)[CH2:10][CH:5]3[CH2:6][CH:7]([CH2:9][CH:3]([CH2:4]3)[CH2:2]1)[CH2:8]2.C12(COC3C(C=C)=CC(C(O)=O)=C(F)C=3)CC3CC(CC(C3)C1)C2.C([CH:52]1[CH2:55][N:54]([S:56]([NH2:59])(=[O:58])=[O:57])[CH2:53]1)#N.N1(S(N)(=O)=O)CCC1, predict the reaction product. The product is: [C:1]12([CH2:11][O:12][C:13]3[C:21]([CH:22]=[CH2:23])=[CH:20][C:16]([C:17]([NH:59][S:56]([N:54]4[CH2:55][CH2:52][CH2:53]4)(=[O:58])=[O:57])=[O:19])=[C:15]([F:25])[CH:14]=3)[CH2:8][CH:7]3[CH2:9][CH:3]([CH2:4][CH:5]([CH2:6]3)[CH2:10]1)[CH2:2]2. (2) Given the reactants [Cl:1][C:2]1[C:9]([Cl:10])=[CH:8][CH:7]=[CH:6][C:3]=1[CH:4]=[O:5].[N+:11]([O-])([OH:13])=[O:12], predict the reaction product. The product is: [Cl:1][C:2]1[C:9]([Cl:10])=[CH:8][CH:7]=[C:6]([N+:11]([O-:13])=[O:12])[C:3]=1[CH:4]=[O:5]. (3) Given the reactants [F:1][C:2]1[CH:3]=[C:4]([CH:14]=[CH:15][C:16]=1[C:17]([F:20])([F:19])[F:18])[O:5][C:6]1[CH:11]=[CH:10][C:9]([CH2:12][OH:13])=[CH:8][CH:7]=1.Cl[C:22]1[CH:33]=[C:26]2[N:27]([CH3:32])[C@H:28]([CH3:31])[CH2:29][CH2:30][N:25]2[C:24](=[O:34])[N:23]=1, predict the reaction product. The product is: [F:1][C:2]1[CH:3]=[C:4]([CH:14]=[CH:15][C:16]=1[C:17]([F:18])([F:19])[F:20])[O:5][C:6]1[CH:11]=[CH:10][C:9]([CH2:12][O:13][C:22]2[CH:33]=[C:26]3[N:27]([CH3:32])[C@H:28]([CH3:31])[CH2:29][CH2:30][N:25]3[C:24](=[O:34])[N:23]=2)=[CH:8][CH:7]=1.